From a dataset of Reaction yield outcomes from USPTO patents with 853,638 reactions. Predict the reaction yield, written as a fraction of the theoretical maximum amount of product (1.0 means a 100% yield; for example, 0.34 means a 34% yield). (1) The reactants are [CH2:1]([NH:3][C:4]([C:6]1[C:10]([C:11]2[CH:16]=[CH:15][CH:14]=[C:13]([Cl:17])[CH:12]=2)=[C:9]([C:18]2[CH:23]=[C:22]([Cl:24])[C:21]([O:25][CH2:26][C:27]3[CH:32]=[CH:31][CH:30]=[CH:29][CH:28]=3)=[CH:20][C:19]=2[O:33][CH2:34][C:35]2[CH:40]=[CH:39][CH:38]=[CH:37][CH:36]=2)[O:8][N:7]=1)=O)[CH3:2]. The catalyst is C1COCC1. The product is [CH2:34]([O:33][C:19]1[CH:20]=[C:21]([O:25][CH2:26][C:27]2[CH:28]=[CH:29][CH:30]=[CH:31][CH:32]=2)[C:22]([Cl:24])=[CH:23][C:18]=1[C:9]1[O:8][N:7]=[C:6]([CH2:4][NH:3][CH2:1][CH3:2])[C:10]=1[C:11]1[CH:16]=[CH:15][CH:14]=[C:13]([Cl:17])[CH:12]=1)[C:35]1[CH:40]=[CH:39][CH:38]=[CH:37][CH:36]=1. The yield is 0.650. (2) The reactants are [Br:1][C:2]1[C:3]2[N:4]([C:8](I)=[C:9]([CH:11]3[CH2:13][CH2:12]3)[N:10]=2)[CH:5]=[CH:6][CH:7]=1.[F:15][C:16]1[CH:17]=[CH:18][C:19]2=[C:20]([CH:36]=1)[O:21][CH2:22][C:23]1[CH:33]=[C:32]([CH:34]=[O:35])[CH:31]=[CH:30][C:24]=1/[C:25]/2=[C:26](/[CH3:29])\[C:27]#[N:28]. No catalyst specified. The product is [Br:1][C:2]1[C:3]2[N:4]([C:8]([CH:34]([OH:35])[C:32]3[CH:31]=[CH:30][C:24]4/[C:25](=[C:26](/[CH3:29])\[C:27]#[N:28])/[C:19]5[CH:18]=[CH:17][C:16]([F:15])=[CH:36][C:20]=5[O:21][CH2:22][C:23]=4[CH:33]=3)=[C:9]([CH:11]3[CH2:13][CH2:12]3)[N:10]=2)[CH:5]=[CH:6][CH:7]=1. The yield is 0.800. (3) The reactants are C(N1C2=CC3C(=CC2=C(C2SC(Br)=CC=2)C1=O)N(CCCCCC)C(=O)C=3C1SC(Br)=CC=1)CCCCC.CC1(C)C(C)(C)OB(C(CCCC)C[C:49]2[C:61]3[C:60](CC)(CC)[C:59]4[C:54](=[CH:55][CH:56]=[C:57](B5OC(C)(C)C(C)(C)O5)[CH:58]=4)[C:53]=3[CH:52]=[CH:51][CH:50]=2)O1.[O-]P([O-])([O-])=O.[K+].[K+].[K+].BrC1SC=CC=1. The catalyst is C1(C)C=CC=CC=1.C1C=CC(/C=C/C(/C=C/C2C=CC=CC=2)=O)=CC=1.C1C=CC(/C=C/C(/C=C/C2C=CC=CC=2)=O)=CC=1.C1C=CC(/C=C/C(/C=C/C2C=CC=CC=2)=O)=CC=1.[Pd].[Pd].CO.C1(C)C=CC=CC=1.O. The product is [CH:49]1[C:61]2[CH2:60][C:59]3[C:54](=[CH:55][CH:56]=[CH:57][CH:58]=3)[C:53]=2[CH:52]=[CH:51][CH:50]=1. The yield is 0.825. (4) The reactants are [CH:1]1([N:4]2[C:8]3[C:9]([O:22][C@@H:23]([C@H:25]4[CH2:29][NH:28][C:27](=[O:30])[CH2:26]4)[CH3:24])=[CH:10][C:11](B4OC(C)(C)C(C)(C)O4)=[CH:12][C:7]=3[N:6]=[CH:5]2)[CH2:3][CH2:2]1.I[C:32]1[CH:36]=[C:35]([CH3:37])[N:34]([CH3:38])[N:33]=1.C([O-])([O-])=O.[Na+].[Na+].N#N. The catalyst is C1C=CC([P]([Pd]([P](C2C=CC=CC=2)(C2C=CC=CC=2)C2C=CC=CC=2)([P](C2C=CC=CC=2)(C2C=CC=CC=2)C2C=CC=CC=2)[P](C2C=CC=CC=2)(C2C=CC=CC=2)C2C=CC=CC=2)(C2C=CC=CC=2)C2C=CC=CC=2)=CC=1.C(Cl)Cl.COCCOC. The product is [CH:1]1([N:4]2[C:8]3[C:9]([O:22][C@@H:23]([C@H:25]4[CH2:29][NH:28][C:27](=[O:30])[CH2:26]4)[CH3:24])=[CH:10][C:11]([C:32]4[CH:36]=[C:35]([CH3:37])[N:34]([CH3:38])[N:33]=4)=[CH:12][C:7]=3[N:6]=[CH:5]2)[CH2:3][CH2:2]1. The yield is 0.625.